Task: Regression/Classification. Given an antibody's heavy chain and light chain sequences, predict its developability. TAP uses regression for 5 developability metrics; SAbDab uses binary classification.. Dataset: Antibody developability classification from SAbDab with 2,409 antibodies (1) The antibody is ['QVQLQESGPGLVKSSETLSLTCTVSGGSISSYFWSWIRQPPGKGLEWIGYIYYSGSTNYNPSLKSRVTISLHTSKNQFSLKLSSVTAADTAVYYCARHRNWLFDYWGQGTLVTVSS', 'QSALTQPRSVSGSPGQSVTISCTGTSSDVGGYNYVSWYQQHPGKAPKVMIYDVSKRPSGVPDRFSGSKSGNTASLTISGLQAEDEADYYCCSYAGSYTYVFGTGTKVTVL']. Result: 1 (developable). (2) The antibody is ['QVQLVQSGAEVVKPGASVKVSCKASGYAFSSSWMNWVRQAPGQGLEWIGRIYPGDGDTNYAQKFQGKATLTADKSTSTAYMELSSLRSEDTAVYFCAREYDEAYWGQGTLVTVSS', 'DIQMTQTPLSLSVTPGQPASISCKSSQSLLYSNGKTYLNWLLQKPGQSPKRLIYLVSKLDSGVPDRFSGSGSGTDFTLKISRVEAEDVGVYYCVQGTHFPQTFGGGTKVEIK']. Result: 0 (not developable).